The task is: Predict the product of the given reaction.. This data is from Forward reaction prediction with 1.9M reactions from USPTO patents (1976-2016). (1) Given the reactants [CH:1](=O)[C:2]1[C:3](=[CH:5][CH:6]=[CH:7][CH:8]=1)[OH:4].[CH:10]1[C:15]([C:16]([NH:18][NH2:19])=[O:17])=[CH:14][CH:13]=[N:12][CH:11]=1, predict the reaction product. The product is: [OH:4][C:3]1[CH:5]=[CH:6][CH:7]=[CH:8][C:2]=1[CH:1]=[N:19][NH:18][C:16](=[O:17])[C:15]1[CH:14]=[CH:13][N:12]=[CH:11][CH:10]=1. (2) Given the reactants [CH2:1]([S:4](Cl)(=[O:6])=[O:5])[CH2:2]C.[NH2:8][CH2:9][CH2:10][O:11][C:12]1[CH:17]=[CH:16][C:15]([C:18]2[CH:19]([NH:23][S:24]([CH:27]([CH3:29])[CH3:28])(=[O:26])=[O:25])[CH2:20][CH2:21][CH:22]=2)=[CH:14][CH:13]=1.[CH2:30]1CCN2C(=NCCC2)CC1, predict the reaction product. The product is: [CH3:28][CH:27]([S:24]([NH:23][CH:19]1[CH2:20][CH2:21][CH:22]=[C:18]1[C:15]1[CH:14]=[CH:13][C:12]([O:11][CH2:10][CH2:9][NH:8][S:4]([CH:1]([CH3:2])[CH3:30])(=[O:5])=[O:6])=[CH:17][CH:16]=1)(=[O:26])=[O:25])[CH3:29].